From a dataset of Forward reaction prediction with 1.9M reactions from USPTO patents (1976-2016). Predict the product of the given reaction. (1) Given the reactants [CH2:1]([O:3][C:4]1[C:8]([CH2:9][CH2:10][CH2:11][CH2:12][O:13][C:14]2[CH:19]=[CH:18][CH:17]=[CH:16][C:15]=2[CH2:20][C:21]([O:23]C)=[O:22])=[CH:7][NH:6][N:5]=1)[CH3:2].Cl[C:26]1[CH:31]=[CH:30][C:29]([C:32]([F:35])([F:34])[F:33])=[CH:28][N:27]=1.[H-].[Na+].Cl, predict the reaction product. The product is: [CH2:1]([O:3][C:4]1[C:8]([CH2:9][CH2:10][CH2:11][CH2:12][O:13][C:14]2[CH:19]=[CH:18][CH:17]=[CH:16][C:15]=2[CH2:20][C:21]([OH:23])=[O:22])=[CH:7][N:6]([C:26]2[CH:31]=[CH:30][C:29]([C:32]([F:35])([F:34])[F:33])=[CH:28][N:27]=2)[N:5]=1)[CH3:2]. (2) Given the reactants [Cl:1][CH2:2][C:3]([CH2:5]Cl)=O.[Cl:7][C:8]1[CH:9]=[CH:10][C:11]([NH2:14])=[N:12][CH:13]=1, predict the reaction product. The product is: [Cl:7][C:8]1[CH:9]=[CH:10][C:11]2[N:12]([CH:5]=[C:3]([CH2:2][Cl:1])[N:14]=2)[CH:13]=1. (3) The product is: [NH:22]1[C:26]2=[N:27][CH:28]=[CH:2][C:30]([N:31]3[CH2:32][CH2:33][CH:34]([CH:37]([C:40]4[CH:41]=[CH:42][C:43]([C:46]([F:48])([F:47])[F:49])=[CH:44][CH:45]=4)[CH2:38][NH2:39])[CH2:35][CH2:36]3)=[C:25]2[CH2:24][CH2:23]1. Given the reactants F[C:2](F)(F)C(O)=O.FC(F)(F)C(O)=O.COC1C=CC(C[N:22]2[C:26]3[N:27]=[CH:28]N=[C:30]([N:31]4[CH2:36][CH2:35][CH:34]([CH:37]([C:40]5[CH:45]=[CH:44][C:43]([C:46]([F:49])([F:48])[F:47])=[CH:42][CH:41]=5)[CH2:38][NH2:39])[CH2:33][CH2:32]4)[C:25]=3[CH2:24][CH2:23]2)=CC=1.FC(F)(F)C(O)=O, predict the reaction product. (4) Given the reactants [OH:1][CH:2]([C:5]1[CH:10]=[CH:9][CH:8]=[CH:7][CH:6]=1)[C:3]#[N:4].[O:11]1[CH:16]=[CH:15][CH2:14][CH2:13][CH2:12]1, predict the reaction product. The product is: [C:5]1([CH:2]([O:1][CH:12]2[CH2:13][CH2:14][CH2:15][CH2:16][O:11]2)[C:3]#[N:4])[CH:10]=[CH:9][CH:8]=[CH:7][CH:6]=1. (5) Given the reactants [Cl:1][C:2]1[C:7]2=[N:8][CH:9]=[C:10]([O:12][CH2:13][C:14]3[O:15]C=[CH:17][N:18]=3)[N:11]=[C:6]2[CH:5]=[CH:4][N:3]=1.Cl[C:20]1N=C2C=CN=C(Cl)C2=NC=1.OCC(N(C)C)=O, predict the reaction product. The product is: [Cl:1][C:2]1[C:7]2=[N:8][CH:9]=[C:10]([O:12][CH2:13][C:14]([N:18]([CH3:17])[CH3:20])=[O:15])[N:11]=[C:6]2[CH:5]=[CH:4][N:3]=1.